From a dataset of Catalyst prediction with 721,799 reactions and 888 catalyst types from USPTO. Predict which catalyst facilitates the given reaction. (1) Reactant: [CH3:1][O:2][C:3](=[O:18])[C:4]1[C:5](=[C:10]([CH3:17])[C:11]([CH2:15][CH3:16])=[CH:12][C:13]=1[OH:14])[C:6]([O:8][CH3:9])=[O:7].C(=O)([O-])[O-].[K+].[K+].[CH2:25](Br)[CH:26]=[CH2:27]. Product: [CH3:1][O:2][C:3](=[O:18])[C:4]1[C:5](=[C:10]([CH3:17])[C:11]([CH2:15][CH3:16])=[CH:12][C:13]=1[O:14][CH2:27][CH:26]=[CH2:25])[C:6]([O:8][CH3:9])=[O:7]. The catalyst class is: 3. (2) Reactant: [CH2:1]([N:8]1[C:16]2[C:15](=[O:17])[NH:14][C:13](=[O:18])[N:12]([CH2:19][O:20][CH2:21][CH2:22][Si:23]([CH3:26])([CH3:25])[CH3:24])[C:11]=2[N:10]=[CH:9]1)[C:2]1[CH:7]=[CH:6][CH:5]=[CH:4][CH:3]=1.C1C(=O)N([Cl:34])C(=O)C1. Product: [CH2:1]([N:8]1[C:16]2[C:15](=[O:17])[NH:14][C:13](=[O:18])[N:12]([CH2:19][O:20][CH2:21][CH2:22][Si:23]([CH3:26])([CH3:25])[CH3:24])[C:11]=2[N:10]=[C:9]1[Cl:34])[C:2]1[CH:7]=[CH:6][CH:5]=[CH:4][CH:3]=1. The catalyst class is: 248. (3) Reactant: Cl[C:2]1[C:11]2=[N:12][N:13](CC3C=CC(OC)=CC=3)[CH:14]=[C:10]2[C:9]2[CH:8]=[CH:7][CH:6]=[CH:5][C:4]=2[N:3]=1.[CH3:24][N:25]1[CH2:30][CH2:29][N:28]([C:31]2[CH:37]=[CH:36][C:34]([NH2:35])=[CH:33][CH:32]=2)[CH2:27][CH2:26]1.Cl. Product: [CH3:24][N:25]1[CH2:26][CH2:27][N:28]([C:31]2[CH:37]=[CH:36][C:34]([NH:35][C:2]3[C:11]4=[N:12][NH:13][CH:14]=[C:10]4[C:9]4[CH:8]=[CH:7][CH:6]=[CH:5][C:4]=4[N:3]=3)=[CH:33][CH:32]=2)[CH2:29][CH2:30]1. The catalyst class is: 71. (4) Reactant: O.Cl.[Cl:3][C:4]1[CH:9]=[CH:8][CH:7]=[C:6]([Cl:10])[C:5]=1[CH2:11][C:12]([CH:14]1[CH2:18][CH2:17][N:16](C=C)C1=O)=O. Product: [Cl:3][C:4]1[CH:9]=[CH:8][CH:7]=[C:6]([Cl:10])[C:5]=1[CH2:11][C:12]1[CH2:14][CH2:18][CH2:17][N:16]=1. The catalyst class is: 1. (5) Reactant: [NH2:1][CH:2]([CH:6]([CH3:8])[CH3:7])[C:3]([OH:5])=[O:4].[OH-].[Na+].[C:11](Cl)(=[O:18])[C:12]1[CH:17]=[CH:16][CH:15]=[CH:14][CH:13]=1. Product: [C:11]([NH:1][CH:2]([CH:6]([CH3:8])[CH3:7])[C:3]([OH:5])=[O:4])(=[O:18])[C:12]1[CH:17]=[CH:16][CH:15]=[CH:14][CH:13]=1. The catalyst class is: 6. (6) Reactant: [Cl:1][C:2]1[CH:7]=[CH:6][C:5]([C:8]2[O:12][N:11]=[C:10]([C:13]3[CH:14]=[C:15]([CH:20]=[CH:21][CH:22]=3)[C:16]([O:18]C)=[O:17])[CH:9]=2)=[CH:4][CH:3]=1.Cl. Product: [Cl:1][C:2]1[CH:3]=[CH:4][C:5]([C:8]2[O:12][N:11]=[C:10]([C:13]3[CH:14]=[C:15]([CH:20]=[CH:21][CH:22]=3)[C:16]([OH:18])=[O:17])[CH:9]=2)=[CH:6][CH:7]=1. The catalyst class is: 20. (7) Reactant: [OH:1][C:2]1[CH:24]=[CH:23][C:5]([CH2:6][C:7]([CH3:22])([CH2:13][CH2:14][CH2:15][C:16]2[CH:21]=[CH:20][CH:19]=[CH:18][CH:17]=2)[C:8]([O:10][CH2:11][CH3:12])=[O:9])=[CH:4][CH:3]=1.Br[CH2:26][CH2:27][O:28][CH:29]1[CH2:34][CH2:33][CH2:32][CH2:31][O:30]1.C(=O)([O-])[O-].[K+].[K+]. Product: [CH3:22][C:7]([CH2:13][CH2:14][CH2:15][C:16]1[CH:21]=[CH:20][CH:19]=[CH:18][CH:17]=1)([CH2:6][C:5]1[CH:4]=[CH:3][C:2]([O:1][CH2:26][CH2:27][O:28][CH:29]2[CH2:34][CH2:33][CH2:32][CH2:31][O:30]2)=[CH:24][CH:23]=1)[C:8]([O:10][CH2:11][CH3:12])=[O:9]. The catalyst class is: 44. (8) Reactant: [Cl:1][C:2]1[CH:7]=[CH:6][C:5]([C@@:8]2([CH3:31])[C@:12]([C:14]3[CH:19]=[CH:18][C:17]([Cl:20])=[CH:16][CH:15]=3)([CH3:13])[NH:11][C:10]([C:21]3[C:22]([O:29][CH3:30])=[N:23][C:24]([O:27][CH3:28])=[N:25][CH:26]=3)=[N:9]2)=[CH:4][CH:3]=1.[C:32](Cl)(Cl)=[O:33].[CH3:36][S:37]([CH2:40][CH2:41][CH2:42][N:43]1[CH2:48][CH2:47][NH:46][CH2:45][CH2:44]1)(=[O:39])=[O:38]. Product: [Cl:1][C:2]1[CH:7]=[CH:6][C:5]([C@@:8]2([CH3:31])[C@:12]([C:14]3[CH:19]=[CH:18][C:17]([Cl:20])=[CH:16][CH:15]=3)([CH3:13])[N:11]([C:32]([N:46]3[CH2:45][CH2:44][N:43]([CH2:42][CH2:41][CH2:40][S:37]([CH3:36])(=[O:38])=[O:39])[CH2:48][CH2:47]3)=[O:33])[C:10]([C:21]3[C:22]([O:29][CH3:30])=[N:23][C:24]([O:27][CH3:28])=[N:25][CH:26]=3)=[N:9]2)=[CH:4][CH:3]=1. The catalyst class is: 66.